Dataset: Full USPTO retrosynthesis dataset with 1.9M reactions from patents (1976-2016). Task: Predict the reactants needed to synthesize the given product. (1) Given the product [CH:5]1([CH2:8][C:9]([NH:34][NH:33][C:31]2[CH:32]=[C:27]([N:24]3[CH2:25][CH2:26][CH:21]([C:14]4[C:15]([O:19][CH3:20])=[CH:16][CH:17]=[CH:18][C:13]=4[F:12])[CH2:22][CH2:23]3)[N:28]=[CH:29][N:30]=2)=[O:11])[CH2:6][CH2:7]1, predict the reactants needed to synthesize it. The reactants are: S(Cl)(Cl)=O.[CH:5]1([CH2:8][C:9]([OH:11])=O)[CH2:7][CH2:6]1.[F:12][C:13]1[CH:18]=[CH:17][CH:16]=[C:15]([O:19][CH3:20])[C:14]=1[CH:21]1[CH2:26][CH2:25][N:24]([C:27]2[CH:32]=[C:31]([NH:33][NH2:34])[N:30]=[CH:29][N:28]=2)[CH2:23][CH2:22]1.C(=O)(O)[O-].[Na+]. (2) Given the product [CH3:24][O:23][CH:13]([O:12][C:8]1[CH:7]=[CH:6][C:5]2[C:10](=[CH:11][C:2]([C:25]#[C:26][CH3:27])=[CH:3][CH:4]=2)[CH:9]=1)[C:14]([NH:16][C:17]([CH3:22])([CH3:21])[CH2:18][O:19][CH3:20])=[O:15], predict the reactants needed to synthesize it. The reactants are: Br[C:2]1[CH:11]=[C:10]2[C:5]([CH:6]=[CH:7][C:8]([O:12][CH:13]([O:23][CH3:24])[C:14]([NH:16][C:17]([CH3:22])([CH3:21])[CH2:18][O:19][CH3:20])=[O:15])=[CH:9]2)=[CH:4][CH:3]=1.[CH2:25]([Sn](CCCC)(CCCC)C#CC)[CH2:26][CH2:27]C. (3) The reactants are: [BH4-].[Na+].[O:3]=[C:4]1[C:9]([CH2:10][C:11]2[CH:16]=[CH:15][C:14]([C:17]3[C:18]([C:23]#[N:24])=[CH:19][CH:20]=[CH:21][CH:22]=3)=[CH:13][CH:12]=2)=[C:8]([CH2:25][CH2:26][CH3:27])[N:7]2[N:28]=[CH:29][N:30]=[C:6]2[N:5]1[CH:31]1[CH2:36][CH2:35][C:34](=[O:37])[CH2:33][CH2:32]1.O1CCCC1.[Cl-].[NH4+]. Given the product [OH:37][C@@H:34]1[CH2:35][CH2:36][C@H:31]([N:5]2[C:4](=[O:3])[C:9]([CH2:10][C:11]3[CH:16]=[CH:15][C:14]([C:17]4[C:18]([C:23]#[N:24])=[CH:19][CH:20]=[CH:21][CH:22]=4)=[CH:13][CH:12]=3)=[C:8]([CH2:25][CH2:26][CH3:27])[N:7]3[N:28]=[CH:29][N:30]=[C:6]23)[CH2:32][CH2:33]1, predict the reactants needed to synthesize it. (4) Given the product [CH3:11][C:6]1[CH:7]=[C:2]([CH:12]([CH3:13])[CH3:17])[N:3]=[CH:4][N:5]=1, predict the reactants needed to synthesize it. The reactants are: Cl[C:2]1[C:7](C(C)C)=[C:6]([CH3:11])[N:5]=[CH:4][N:3]=1.[C:12]([O-])(=O)[CH3:13].[Na+].[CH3:17]O. (5) Given the product [Br:1][C:2]1[CH:20]=[CH:19][C:5]2[CH2:6][CH:7]([OH:18])[C:8]3[CH:16]=[C:15]([Cl:17])[CH:14]=[CH:13][C:9]=3[NH:10][CH2:11][C:4]=2[CH:3]=1, predict the reactants needed to synthesize it. The reactants are: [Br:1][C:2]1[CH:20]=[CH:19][C:5]2[CH2:6][C:7](=[O:18])[C:8]3[CH:16]=[C:15]([Cl:17])[CH:14]=[CH:13][C:9]=3[NH:10][C:11](=O)[C:4]=2[CH:3]=1.CSC. (6) Given the product [CH2:25]([S:1][CH2:2][CH2:3][C:4]([O:6][CH3:7])=[O:5])[CH2:24][CH2:23][CH2:22][CH2:21][CH2:20][CH2:19][CH2:18][CH2:17][C:16]#[CH:15], predict the reactants needed to synthesize it. The reactants are: [SH:1][CH2:2][CH2:3][C:4]([O:6][CH3:7])=[O:5].C([O-])([O-])=O.[K+].[K+].Br[CH2:15][CH2:16][CH2:17][CH2:18][CH2:19][CH2:20][CH2:21][CH2:22][CH2:23][C:24]#[C:25][Si](C)(C)C.